Dataset: Full USPTO retrosynthesis dataset with 1.9M reactions from patents (1976-2016). Task: Predict the reactants needed to synthesize the given product. Given the product [N:2]1([C:20]([O:22][C:23]([CH3:26])([CH3:25])[CH3:24])=[O:21])[C@H:6]([C:7]([O:9][CH2:10][C:11]2[CH:16]=[CH:15][CH:14]=[CH:13][CH:12]=2)=[O:8])[CH2:5][C@@H:4]2[CH2:17][CH2:18][CH2:19][C@H:3]12, predict the reactants needed to synthesize it. The reactants are: Cl.[NH:2]1[C@H:6]([C:7]([O:9][CH2:10][C:11]2[CH:16]=[CH:15][CH:14]=[CH:13][CH:12]=2)=[O:8])[CH2:5][C@@H:4]2[CH2:17][CH2:18][CH2:19][C@H:3]12.[C:20](O[C:20]([O:22][C:23]([CH3:26])([CH3:25])[CH3:24])=[O:21])([O:22][C:23]([CH3:26])([CH3:25])[CH3:24])=[O:21].C(N(CC)CC)C.O1CCCC1.